Dataset: Forward reaction prediction with 1.9M reactions from USPTO patents (1976-2016). Task: Predict the product of the given reaction. Given the reactants [F:1][C:2]([F:15])([F:14])[S:3]([O:6]S(C(F)(F)F)(=O)=O)(=[O:5])=[O:4].[N:16]1([C:22]([C:24]2[CH:29]=[CH:28][C:27](O)=[CH:26][CH:25]=2)=[O:23])[CH2:21][CH2:20][O:19][CH2:18][CH2:17]1.C(N(CC)CC)C, predict the reaction product. The product is: [F:1][C:2]([F:15])([F:14])[S:3]([O:6][C:27]1[CH:26]=[CH:25][C:24]([C:22]([N:16]2[CH2:21][CH2:20][O:19][CH2:18][CH2:17]2)=[O:23])=[CH:29][CH:28]=1)(=[O:5])=[O:4].